Dataset: Full USPTO retrosynthesis dataset with 1.9M reactions from patents (1976-2016). Task: Predict the reactants needed to synthesize the given product. (1) Given the product [CH3:14][C:15]1([CH3:18])[CH2:20][CH2:21][CH2:22][CH:23]([C:24]#[N:12])[CH2:16]1, predict the reactants needed to synthesize it. The reactants are: S(C[N+:12]#[C-])(C1C=CC(C)=CC=1)(=O)=O.[CH3:14][C:15]([CH3:18])([O-])[CH3:16].[K+].[CH3:20][C:21]1(C)C[C:24](=O)[CH:23]=[CH:22]1.Cl. (2) The reactants are: [OH-].[Na+].C([O:5][C:6](=[O:37])[CH2:7][CH2:8][N:9]1[C:17]2[C:12](=[CH:13][C:14]([C:18]3[C:26]4[C:21](=[CH:22][C:23]([F:27])=[CH:24][CH:25]=4)[N:20](S(C4C=CC=CC=4)(=O)=O)[CH:19]=3)=[CH:15][CH:16]=2)[CH:11]=[N:10]1)C. Given the product [F:27][C:23]1[CH:22]=[C:21]2[C:26]([C:18]([C:14]3[CH:13]=[C:12]4[C:17](=[CH:16][CH:15]=3)[N:9]([CH2:8][CH2:7][C:6]([OH:37])=[O:5])[N:10]=[CH:11]4)=[CH:19][NH:20]2)=[CH:25][CH:24]=1, predict the reactants needed to synthesize it. (3) Given the product [CH3:1][O:2][C:3]1[CH:8]=[CH:7][CH:6]=[CH:5][C:4]=1[C:9]1[O:13][N:12]=[CH:11][C:10]=1[C:14]([N:25]1[CH2:26][CH2:27][CH:23]([C:17]2[CH:22]=[CH:21][CH:20]=[CH:19][CH:18]=2)[CH2:24]1)=[O:16], predict the reactants needed to synthesize it. The reactants are: [CH3:1][O:2][C:3]1[CH:8]=[CH:7][CH:6]=[CH:5][C:4]=1[C:9]1[O:13][N:12]=[CH:11][C:10]=1[C:14]([OH:16])=O.[C:17]1([CH:23]2[CH2:27][CH2:26][NH:25][CH2:24]2)[CH:22]=[CH:21][CH:20]=[CH:19][CH:18]=1.F[B-](F)(F)F.N1(OC(N(C)C)=[N+](C)C)C2C=CC=CC=2N=N1.C(N(C(C)C)CC)(C)C. (4) Given the product [CH3:1][O:2][C:3]1[C:12]2[C:7](=[CH:8][CH:9]=[CH:10][CH:11]=2)[C:6]([O:13][CH3:14])=[CH:5][C:4]=1/[CH:15]=[C:16](\[CH2:22][CH2:23][CH3:24])/[C:17]([OH:19])=[O:18], predict the reactants needed to synthesize it. The reactants are: [CH3:1][O:2][C:3]1[C:12]2[C:7](=[CH:8][CH:9]=[CH:10][CH:11]=2)[C:6]([O:13][CH3:14])=[CH:5][C:4]=1/[CH:15]=[C:16](\[CH2:22][CH2:23][CH3:24])/[C:17]([O:19]CC)=[O:18].COC1C2C(=CC=CC=2)C(OC)=CC=1/C=C(\C)/C(O)=O. (5) Given the product [CH3:9][O:8][C:6]1[N:5]=[C:4]([S:10][CH3:11])[N:3]=[C:2]([C:20]2[CH:29]=[CH:28][C:23]3[NH:24][C:25]([NH2:27])=[N:26][C:22]=3[CH:21]=2)[CH:7]=1, predict the reactants needed to synthesize it. The reactants are: Cl[C:2]1[CH:7]=[C:6]([O:8][CH3:9])[N:5]=[C:4]([S:10][CH3:11])[N:3]=1.CC1(C)C(C)(C)OB([C:20]2[CH:29]=[CH:28][C:23]3[NH:24][C:25]([NH2:27])=[N:26][C:22]=3[CH:21]=2)O1.C([O-])([O-])=O.[K+].[K+]. (6) Given the product [NH2:31][C:26]1[N:25]=[CH:24][N:23]=[C:22]([NH:21][C@H:19]([C:8]2[N:9]([C:13]3[CH:18]=[CH:17][CH:16]=[CH:15][CH:14]=3)[C:10](=[O:12])[C:11]3[C:6]([CH:7]=2)=[CH:5][CH:4]=[CH:3][C:2]=3[Cl:1])[CH3:20])[CH:27]=1, predict the reactants needed to synthesize it. The reactants are: [Cl:1][C:2]1[CH:3]=[CH:4][CH:5]=[C:6]2[C:11]=1[C:10](=[O:12])[N:9]([C:13]1[CH:18]=[CH:17][CH:16]=[CH:15][CH:14]=1)[C:8]([C@@H:19]([NH:21][C:22]1[CH:27]=[C:26](Cl)[N:25]=[CH:24][N:23]=1)[CH3:20])=[CH:7]2.O.[OH-].[NH4+:31]. (7) Given the product [ClH:40].[F:1][C:2]1[CH:7]=[CH:6][CH:5]=[CH:4][C:3]=1[C:8]1[N:9]=[C:10]([CH2:24][NH:25][CH3:26])[S:11][C:12]=1[S:13]([C:16]1[CH:21]=[CH:20][CH:19]=[C:18]([O:22][CH3:23])[CH:17]=1)(=[O:14])=[O:15], predict the reactants needed to synthesize it. The reactants are: [F:1][C:2]1[CH:7]=[CH:6][CH:5]=[CH:4][C:3]=1[C:8]1[N:9]=[C:10]([CH2:24][N:25](C)[C:26](=O)OC(C)(C)C)[S:11][C:12]=1[S:13]([C:16]1[CH:21]=[CH:20][CH:19]=[C:18]([O:22][CH3:23])[CH:17]=1)(=[O:15])=[O:14].C(OCC)(=O)C.[ClH:40].